From a dataset of Full USPTO retrosynthesis dataset with 1.9M reactions from patents (1976-2016). Predict the reactants needed to synthesize the given product. Given the product [Cl:8][C:4]1[CH:5]=[CH:6][CH:7]=[C:2]([Cl:1])[C:3]=1[C:9]1[C:13]([C:14]([NH:16][C:17]2[CH:22]=[CH:21][C:20]([N:23]([CH2:26][CH3:27])[CH2:24][CH3:25])=[CH:19][C:18]=2[OH:28])=[O:15])=[C:12]([CH3:30])[O:11][N:10]=1, predict the reactants needed to synthesize it. The reactants are: [Cl:1][C:2]1[CH:7]=[CH:6][CH:5]=[C:4]([Cl:8])[C:3]=1[C:9]1[C:13]([C:14]([NH:16][C:17]2[CH:22]=[CH:21][C:20]([N:23]([CH2:26][CH3:27])[CH2:24][CH3:25])=[CH:19][C:18]=2[O:28]C)=[O:15])=[C:12]([CH3:30])[O:11][N:10]=1.B(Br)(Br)Br.